From a dataset of Full USPTO retrosynthesis dataset with 1.9M reactions from patents (1976-2016). Predict the reactants needed to synthesize the given product. (1) Given the product [C:1]([C:5]1[CH:6]=[C:7]([NH:11][C:12](=[O:20])[C:13]2[CH:18]=[CH:17][CH:16]=[N:15][C:14]=2[C:26]2[CH:25]=[CH:24][CH:23]=[C:22]([F:21])[CH:27]=2)[CH:8]=[CH:9][CH:10]=1)([CH3:4])([CH3:3])[CH3:2], predict the reactants needed to synthesize it. The reactants are: [C:1]([C:5]1[CH:6]=[C:7]([NH:11][C:12](=[O:20])[C:13]2[CH:18]=[CH:17][CH:16]=[N:15][C:14]=2Cl)[CH:8]=[CH:9][CH:10]=1)([CH3:4])([CH3:3])[CH3:2].[F:21][C:22]1[CH:23]=[C:24](B(O)O)[CH:25]=[CH:26][CH:27]=1.C1(C)C=CC=CC=1.C(=O)([O-])[O-].[K+].[K+]. (2) Given the product [Br:40][CH2:41][CH2:42][C:43]1[CH:50]=[CH:49][CH:48]=[CH:47][C:44]=1[CH:45]([C:21]1[N:20]([CH2:25][C@H:26]2[CH2:31][CH2:30][C@H:29]([CH3:32])[CH2:28][CH2:27]2)[C:19]2[C:23](=[N:24][C:16]([Cl:15])=[N:17][C:18]=2[C:33]2[CH:34]=[N:35][CH:36]=[C:37]([Cl:39])[CH:38]=2)[N:22]=1)[OH:46], predict the reactants needed to synthesize it. The reactants are: CC1(C)CCCC(C)(C)N1[Mg]Cl.[Cl-].[Li+].[Cl:15][C:16]1[N:24]=[C:23]2[C:19]([N:20]([CH2:25][C@H:26]3[CH2:31][CH2:30][C@H:29]([CH3:32])[CH2:28][CH2:27]3)[CH:21]=[N:22]2)=[C:18]([C:33]2[CH:34]=[N:35][CH:36]=[C:37]([Cl:39])[CH:38]=2)[N:17]=1.[Br:40][CH2:41][CH2:42][C:43]1[CH:50]=[CH:49][CH:48]=[CH:47][C:44]=1[CH:45]=[O:46]. (3) Given the product [NH:36]1[C:37]2[C:33](=[C:32]([NH:31][C:29]([NH:11][CH:9]3[CH2:8][CH:7]([C:1]4[CH:6]=[CH:5][CH:4]=[CH:3][CH:2]=4)[CH2:10]3)=[O:28])[CH:40]=[CH:39][CH:38]=2)[CH:34]=[N:35]1, predict the reactants needed to synthesize it. The reactants are: [C:1]1([CH:7]2[CH2:10][CH:9]([NH2:11])[CH2:8]2)[CH:6]=[CH:5][CH:4]=[CH:3][CH:2]=1.CCN(C(C)C)C(C)C.O=C1CCC(=O)N1[O:28][C:29]([NH:31][C:32]1[CH:40]=[CH:39][CH:38]=[C:37]2[C:33]=1[CH:34]=[N:35][N:36]2C(OC)=O)=O.[OH-].[Na+]. (4) Given the product [Cl:37][C:28]1[C:29]([C:33]([F:34])([F:35])[F:36])=[CH:30][CH:31]=[CH:32][C:27]=1[CH2:26][N:14]1[C:15](=[O:23])[C:16]([C:18]([O:20][CH2:21][CH3:22])=[O:19])=[CH:17][N:12]([C:10]2[CH:9]=[CH:8][C:7]3[N:3]([CH2:1][CH3:2])[CH:4]=[N:5][C:6]=3[CH:11]=2)[C:13]1=[O:24], predict the reactants needed to synthesize it. The reactants are: [CH2:1]([N:3]1[C:7]2[CH:8]=[CH:9][C:10]([N:12]3[CH:17]=[C:16]([C:18]([O:20][CH2:21][CH3:22])=[O:19])[C:15](=[O:23])[NH:14][C:13]3=[O:24])=[CH:11][C:6]=2[N:5]=[CH:4]1)[CH3:2].Br[CH2:26][C:27]1[CH:32]=[CH:31][CH:30]=[C:29]([C:33]([F:36])([F:35])[F:34])[C:28]=1[Cl:37].